Dataset: Catalyst prediction with 721,799 reactions and 888 catalyst types from USPTO. Task: Predict which catalyst facilitates the given reaction. (1) Reactant: Cl[C:2]1[N:7]=[C:6]([N:8]([CH:16]2[CH2:20][CH2:19][CH2:18][CH2:17]2)[C@H:9]([CH2:14][CH3:15])[C:10]([O:12][CH3:13])=[O:11])[C:5]([N+:21]([O-:23])=[O:22])=[CH:4][N:3]=1.C([O-])([O-])=O.[Na+].[Na+].[NH:30]1[CH2:34][CH2:33][CH2:32][CH2:31]1. Product: [CH:16]1([N:8]([C:6]2[C:5]([N+:21]([O-:23])=[O:22])=[CH:4][N:3]=[C:2]([N:30]3[CH2:34][CH2:33][CH2:32][CH2:31]3)[N:7]=2)[C@H:9]([CH2:14][CH3:15])[C:10]([O:12][CH3:13])=[O:11])[CH2:20][CH2:19][CH2:18][CH2:17]1. The catalyst class is: 18. (2) Reactant: C[O:2][C:3]1[CH:10]=[C:9]([C:11]([F:14])([F:13])[F:12])[CH:8]=[CH:7][C:4]=1[CH:5]=[O:6].[Cl-].[Li+]. Product: [OH:2][C:3]1[CH:10]=[C:9]([C:11]([F:12])([F:13])[F:14])[CH:8]=[CH:7][C:4]=1[CH:5]=[O:6]. The catalyst class is: 3. (3) Product: [CH2:1]([O:3][C:4](=[O:22])[C:5]1[CH:10]=[C:9]([SH:11])[CH:8]=[C:7]([F:21])[CH:6]=1)[CH3:2]. The catalyst class is: 67. Reactant: [CH2:1]([O:3][C:4](=[O:22])[C:5]1[CH:10]=[C:9]([S:11]CC2C=CC(OC)=CC=2)[CH:8]=[C:7]([F:21])[CH:6]=1)[CH3:2]. (4) Reactant: Cl[C:2]1[CH:7]=[CH:6][C:5]([C:8]2[S:9][C:10]3[N:11]=[CH:12][N:13]=[CH:14][C:15]=3[N:16]=2)=[CH:4][C:3]=1[C:17]#[N:18].[F:19][C:20]1[CH:25]=[CH:24][CH:23]=[CH:22][C:21]=1[OH:26].[H-].[Na+].O. Product: [C:17]([C:3]1[CH:4]=[C:5]([C:8]2[S:9][C:10]3[N:11]=[CH:12][N:13]=[CH:14][C:15]=3[N:16]=2)[CH:6]=[CH:7][C:2]=1[O:26][C:21]1[CH:22]=[CH:23][CH:24]=[CH:25][C:20]=1[F:19])#[N:18]. The catalyst class is: 16. (5) Reactant: Br[C:2]1[CH:7]=[CH:6][C:5]([Br:8])=[CH:4][CH:3]=1.C([Li])CCC.[CH2:14]([O:21][C@@H:22]1[C@@H:27]([O:28][CH2:29][C:30]2[CH:35]=[CH:34][CH:33]=[CH:32][CH:31]=2)[C@H:26]([O:36][CH2:37][C:38]2[CH:43]=[CH:42][CH:41]=[CH:40][CH:39]=2)[C@@H:25]([CH2:44][O:45][CH2:46][C:47]2[CH:52]=[CH:51][CH:50]=[CH:49][CH:48]=2)[O:24][C@H:23]1[N:53]1[C:61]2[C:56](=[C:57]([CH3:62])[CH:58]=[CH:59][CH:60]=2)[C:55]([CH:63]=[O:64])=[CH:54]1)[C:15]1[CH:20]=[CH:19][CH:18]=[CH:17][CH:16]=1.Cl.[NH4+]. Product: [CH2:14]([O:21][C@@H:22]1[C@@H:27]([O:28][CH2:29][C:30]2[CH:31]=[CH:32][CH:33]=[CH:34][CH:35]=2)[C@H:26]([O:36][CH2:37][C:38]2[CH:43]=[CH:42][CH:41]=[CH:40][CH:39]=2)[C@@H:25]([CH2:44][O:45][CH2:46][C:47]2[CH:48]=[CH:49][CH:50]=[CH:51][CH:52]=2)[O:24][C@H:23]1[N:53]1[C:61]2[C:56](=[C:57]([CH3:62])[CH:58]=[CH:59][CH:60]=2)[C:55]([CH:63]([OH:64])[C:2]2[CH:7]=[CH:6][C:5]([Br:8])=[CH:4][CH:3]=2)=[CH:54]1)[C:15]1[CH:20]=[CH:19][CH:18]=[CH:17][CH:16]=1. The catalyst class is: 188. (6) Reactant: OC(C(F)(F)F)=O.[CH2:8]1[C:11]2([CH2:15][CH2:14][CH2:13][NH:12]2)[CH2:10][O:9]1.C(N(CC)CC)C.[C:23]1([C:29]2[O:33][C:32]([C:34]([N:36]3[CH2:39][CH:38]([O:40][C:41]4[CH:48]=[CH:47][C:44]([CH:45]=O)=[CH:43][CH:42]=4)[CH2:37]3)=[O:35])=[N:31][N:30]=2)[CH:28]=[CH:27][CH:26]=[CH:25][CH:24]=1.[Na].C([O-])(O)=O.[Na+]. Product: [CH2:10]1[C:11]2([CH2:15][CH2:14][CH2:13][N:12]2[CH2:45][C:44]2[CH:43]=[CH:42][C:41]([O:40][CH:38]3[CH2:37][N:36]([C:34]([C:32]4[O:33][C:29]([C:23]5[CH:28]=[CH:27][CH:26]=[CH:25][CH:24]=5)=[N:30][N:31]=4)=[O:35])[CH2:39]3)=[CH:48][CH:47]=2)[CH2:8][O:9]1. The catalyst class is: 4. (7) The catalyst class is: 7. Product: [O:13]([CH2:14][CH:15]1[NH:20][C:19](=[O:21])[CH2:18][CH2:17][CH2:16]1)[C:22]1[CH:27]=[CH:26][CH:25]=[CH:24][CH:23]=1. Reactant: N(C(OCC)=O)=NC(OCC)=O.[OH:13][CH2:14][CH:15]1[NH:20][C:19](=[O:21])[CH2:18][CH2:17][CH2:16]1.[C:22]1(O)[CH:27]=[CH:26][CH:25]=[CH:24][CH:23]=1.C1(P(C2C=CC=CC=2)C2C=CC=CC=2)C=CC=CC=1. (8) Reactant: C1C=CC2N(O)N=NC=2C=1.[NH2:11][C@@H:12]1[CH2:20][C:19]2[C:14](=[CH:15][CH:16]=[CH:17][CH:18]=2)[C@H:13]1[CH2:21][O:22][CH:23]([CH3:31])[C:24]([O:26][C:27]([CH3:30])([CH3:29])[CH3:28])=[O:25].CCN=C=NCCCN(C)C.[Cl:43][C:44]1[CH:45]=[C:46]2[C:50](=[CH:51][CH:52]=1)[NH:49][C:48]([C:53](O)=[O:54])=[CH:47]2. Product: [Cl:43][C:44]1[CH:45]=[C:46]2[C:50](=[CH:51][CH:52]=1)[NH:49][C:48]([C:53]([NH:11][C@@H:12]1[CH2:20][C:19]3[C:14](=[CH:15][CH:16]=[CH:17][CH:18]=3)[C@H:13]1[CH2:21][O:22][CH:23]([CH3:31])[C:24]([O:26][C:27]([CH3:30])([CH3:29])[CH3:28])=[O:25])=[O:54])=[CH:47]2. The catalyst class is: 287.